Dataset: Forward reaction prediction with 1.9M reactions from USPTO patents (1976-2016). Task: Predict the product of the given reaction. Given the reactants [Cl:1][C:2]1[CH:9]=[C:8]([Cl:10])[CH:7]=[C:6](Cl)[C:3]=1[CH:4]=O.[NH2:12][NH2:13], predict the reaction product. The product is: [Cl:1][C:2]1[CH:9]=[C:8]([Cl:10])[CH:7]=[C:6]2[C:3]=1[CH:4]=[N:12][NH:13]2.